This data is from Forward reaction prediction with 1.9M reactions from USPTO patents (1976-2016). The task is: Predict the product of the given reaction. Given the reactants [NH2:1][CH2:2][CH2:3][C:4]1[CH:9]=[CH:8][CH:7]=[CH:6][C:5]=1[C:10]1[CH:15]=[CH:14][C:13]([C@@H:16]2[C@@:21]([OH:36])([C:22]3[CH:27]=[CH:26][C:25]([CH2:28][O:29][CH2:30][C@@H:31]([CH3:35])[CH2:32][O:33][CH3:34])=[CH:24][CH:23]=3)[CH2:20][CH2:19][N:18]([C:37]([O:39][C:40]([CH3:43])([CH3:42])[CH3:41])=[O:38])[CH2:17]2)=[C:12]([CH3:44])[CH:11]=1.CCN(CC)CC.[C:52](Cl)(=[O:55])[O:53][CH3:54], predict the reaction product. The product is: [OH:36][C@:21]1([C:22]2[CH:23]=[CH:24][C:25]([CH2:28][O:29][CH2:30][C@@H:31]([CH3:35])[CH2:32][O:33][CH3:34])=[CH:26][CH:27]=2)[CH2:20][CH2:19][N:18]([C:37]([O:39][C:40]([CH3:43])([CH3:42])[CH3:41])=[O:38])[CH2:17][C@@H:16]1[C:13]1[CH:14]=[CH:15][C:10]([C:5]2[CH:6]=[CH:7][CH:8]=[CH:9][C:4]=2[CH2:3][CH2:2][NH:1][C:52]([O:53][CH3:54])=[O:55])=[CH:11][C:12]=1[CH3:44].